From a dataset of NCI-60 drug combinations with 297,098 pairs across 59 cell lines. Regression. Given two drug SMILES strings and cell line genomic features, predict the synergy score measuring deviation from expected non-interaction effect. Drug 1: CC1OCC2C(O1)C(C(C(O2)OC3C4COC(=O)C4C(C5=CC6=C(C=C35)OCO6)C7=CC(=C(C(=C7)OC)O)OC)O)O. Drug 2: CC1C(C(CC(O1)OC2CC(OC(C2O)C)OC3=CC4=CC5=C(C(=O)C(C(C5)C(C(=O)C(C(C)O)O)OC)OC6CC(C(C(O6)C)O)OC7CC(C(C(O7)C)O)OC8CC(C(C(O8)C)O)(C)O)C(=C4C(=C3C)O)O)O)O. Cell line: OVCAR-4. Synergy scores: CSS=16.3, Synergy_ZIP=5.67, Synergy_Bliss=9.61, Synergy_Loewe=9.98, Synergy_HSA=10.3.